This data is from Reaction yield outcomes from USPTO patents with 853,638 reactions. The task is: Predict the reaction yield, written as a fraction of the theoretical maximum amount of product (1.0 means a 100% yield; for example, 0.34 means a 34% yield). (1) The reactants are [C:1]([O:9][CH2:10][C:11](=[O:14])[CH2:12][CH3:13])(=[O:8])[C:2]1[CH:7]=[CH:6][CH:5]=[CH:4][CH:3]=1.[CH2:15](O)[CH2:16][CH2:17][OH:18].C(OCC)(OCC)OCC.O.C1(C)C=CC(S(O)(=O)=O)=CC=1. The catalyst is C(OCC)C.C(OCC)(=O)C. The product is [C:1]([O:9][CH2:10][C:11]1([CH2:12][CH3:13])[O:18][CH2:17][CH2:16][CH2:15][O:14]1)(=[O:8])[C:2]1[CH:7]=[CH:6][CH:5]=[CH:4][CH:3]=1. The yield is 0.655. (2) The reactants are [C:1]([C:5]1[CH:10]=[CH:9][C:8]([N+:11]([O-:13])=[O:12])=[CH:7][C:6]=1[CH2:14][NH2:15])([CH3:4])([CH3:3])[CH3:2].[CH3:16][C:17]([O:20][C:21](O[C:21]([O:20][C:17]([CH3:19])([CH3:18])[CH3:16])=[O:22])=[O:22])([CH3:19])[CH3:18]. The catalyst is C1COCC1.O. The product is [C:1]([C:5]1[CH:10]=[CH:9][C:8]([N+:11]([O-:13])=[O:12])=[CH:7][C:6]=1[CH2:14][NH:15][C:21](=[O:22])[O:20][C:17]([CH3:19])([CH3:18])[CH3:16])([CH3:4])([CH3:2])[CH3:3]. The yield is 0.780. (3) The yield is 0.240. The catalyst is [Br-].C[P+](C1C=CC=CC=1)(C1C=CC=CC=1)C1C=CC=CC=1.C1COCC1. The product is [CH2:2]=[C:7]1[CH2:11][CH2:10][CH:9]([C:12]([O:14][CH3:15])=[O:13])[CH2:8]1. The reactants are [Li][CH2:2]CCC.O=[C:7]1[CH2:11][CH2:10][CH:9]([C:12]([O:14][CH3:15])=[O:13])[CH2:8]1. (4) The reactants are Cl[C:2]1[N:7]=[C:6](Cl)[N:5]=[C:4]([NH:9][C:10]2[C:15]([Br:16])=[CH:14][C:13]([CH3:17])=[CH:12][C:11]=2[Br:18])[N:3]=1.[NH2:19][C:20]1[CH:27]=[CH:26][C:23]([C:24]#[N:25])=[CH:22][CH:21]=1.C([N:31](CC)C(C)C)(C)C.[OH-].[Na+]. The catalyst is O1CCOCC1.C(OCC)(=O)C. The product is [NH2:31][C:6]1[N:5]=[C:4]([NH:9][C:10]2[C:15]([Br:16])=[CH:14][C:13]([CH3:17])=[CH:12][C:11]=2[Br:18])[N:3]=[C:2]([NH:19][C:20]2[CH:27]=[CH:26][C:23]([C:24]#[N:25])=[CH:22][CH:21]=2)[N:7]=1. The yield is 0.0800. (5) The reactants are CC(OI1(OC(C)=O)(OC(C)=O)OC(=O)C2C=CC=CC1=2)=O.[F:23][C:24]1[CH:29]=[CH:28][C:27]([C:30]2[O:31][CH:32]=[C:33]([CH2:35][OH:36])[N:34]=2)=[CH:26][CH:25]=1. The catalyst is C(Cl)Cl. The product is [F:23][C:24]1[CH:25]=[CH:26][C:27]([C:30]2[O:31][CH:32]=[C:33]([CH:35]=[O:36])[N:34]=2)=[CH:28][CH:29]=1. The yield is 0.630. (6) The reactants are N.S.[NH2:3][C:4]1[C:9]([N+:10]([O-:12])=[O:11])=[CH:8][C:7]([S:13]([N:16]([CH3:18])[CH3:17])(=[O:15])=[O:14])=[CH:6][C:5]=1[N+:19]([O-])=O. The catalyst is C(O)C.O. The product is [NH2:19][C:5]1[CH:6]=[C:7]([S:13]([N:16]([CH3:18])[CH3:17])(=[O:14])=[O:15])[CH:8]=[C:9]([N+:10]([O-:12])=[O:11])[C:4]=1[NH2:3]. The yield is 0.240. (7) The reactants are [CH2:1]1[CH2:6][C@H:5]([C:7]([OH:9])=[O:8])[CH2:4][CH2:3][C@H:2]1[CH2:10][NH2:11].[CH3:12][CH:13]([CH3:29])[C:14]([O:16][CH2:17][O:18][C:19](ON1C(=O)CCC1=O)=[O:20])=[O:15]. The catalyst is CC(OC)(C)C.CC(C)=O.O. The product is [CH3:12][CH:13]([CH3:29])[C:14]([O:16][CH2:17][O:18][C:19]([NH:11][CH2:10][C@H:2]1[CH2:3][CH2:4][C@H:5]([C:7]([OH:9])=[O:8])[CH2:6][CH2:1]1)=[O:20])=[O:15]. The yield is 0.660.